From a dataset of Catalyst prediction with 721,799 reactions and 888 catalyst types from USPTO. Predict which catalyst facilitates the given reaction. (1) Product: [ClH:12].[C:6]([C:5]1[CH:8]=[CH:9][C:10]([OH:11])=[C:3]([O:2][CH3:1])[CH:4]=1)(=[NH:23])[NH2:7]. Reactant: [CH3:1][O:2][C:3]1[CH:4]=[C:5]([CH:8]=[CH:9][C:10]=1[OH:11])[C:6]#[N:7].[ClH:12].O1CCOCC1.C(=O)([O-])[O-].[NH4+:23].[NH4+]. The catalyst class is: 8. (2) Reactant: [CH2:1]([O:8][C:9]([N:11]1[C@H:16]([C:17](=[O:30])[NH:18][C@H:19]([CH2:28][OH:29])[CH2:20][C:21]([O:23][C:24]([CH3:27])([CH3:26])[CH3:25])=[O:22])[C@@H:15]2[CH2:31][C@H:12]1[CH2:13][CH2:14]2)=[O:10])[C:2]1[CH:7]=[CH:6][CH:5]=[CH:4][CH:3]=1.ClN1C(=O)N(Cl)C(=O)N(Cl)C1=O. Product: [CH2:1]([O:8][C:9]([N:11]1[C@H:16]([C:17](=[O:30])[NH:18][C@H:19]([CH:28]=[O:29])[CH2:20][C:21]([O:23][C:24]([CH3:25])([CH3:27])[CH3:26])=[O:22])[C@@H:15]2[CH2:31][C@H:12]1[CH2:13][CH2:14]2)=[O:10])[C:2]1[CH:3]=[CH:4][CH:5]=[CH:6][CH:7]=1. The catalyst class is: 2. (3) Reactant: [CH3:1][O:2][C:3]1[CH:8]=[C:7]([S:9]([CH2:12][C:13]2[CH:18]=[CH:17][C:16]([O:19][CH3:20])=[C:15]([N+:21]([O-])=O)[CH:14]=2)(=[O:11])=[O:10])[CH:6]=[C:5]([O:24][CH3:25])[C:4]=1[O:26][CH3:27].O.O.Cl[Sn]Cl. Product: [CH3:20][O:19][C:16]1[CH:17]=[CH:18][C:13]([CH2:12][S:9]([C:7]2[CH:6]=[C:5]([O:24][CH3:25])[C:4]([O:26][CH3:27])=[C:3]([O:2][CH3:1])[CH:8]=2)(=[O:11])=[O:10])=[CH:14][C:15]=1[NH2:21]. The catalyst class is: 5. (4) Reactant: OC1C(=O)NN=C(CCC2C=CC=CC=2)C=1.C([O:24][C:25]1[N:26]=[N:27][C:28]([C:39]2([C:42]3[CH:47]=[CH:46][C:45]([F:48])=[CH:44][CH:43]=3)[CH2:41][CH2:40]2)=[CH:29][C:30]=1[O:31]CC1C=CC=CC=1)C1C=CC=CC=1. Product: [F:48][C:45]1[CH:44]=[CH:43][C:42]([C:39]2([C:28]3[CH:29]=[C:30]([OH:31])[C:25](=[O:24])[NH:26][N:27]=3)[CH2:41][CH2:40]2)=[CH:47][CH:46]=1. The catalyst class is: 13. (5) Reactant: [Cl:1][C:2]1[C:3]([CH3:32])=[C:4]2[N:10]=[C:9]([C:11]3[CH:16]=[CH:15][C:14]([NH:17][CH2:18][C@H:19]4[CH2:23][CH2:22][CH2:21][N:20]4C(OC(C)(C)C)=O)=[C:13]([OH:31])[CH:12]=3)[NH:8][C:5]2=[N:6][CH:7]=1. Product: [Cl:1][C:2]1[C:3]([CH3:32])=[C:4]2[N:10]=[C:9]([C:11]3[CH:16]=[CH:15][C:14]([NH:17][CH2:18][C@H:19]4[CH2:23][CH2:22][CH2:21][NH:20]4)=[C:13]([OH:31])[CH:12]=3)[NH:8][C:5]2=[N:6][CH:7]=1. The catalyst class is: 281. (6) Reactant: [C:1]([O:5][C:6]([N:8]1[CH2:12][C@@H:11]([CH2:13][N:14]([CH:31]([CH3:33])[CH3:32])[C:15](=[O:30])[C:16]2[CH:21]=[CH:20][C:19]([O:22][CH3:23])=[C:18]([O:24][CH2:25][CH2:26][CH2:27][O:28][CH3:29])[CH:17]=2)[C@H:10]([NH2:34])[CH2:9]1)=[O:7])([CH3:4])([CH3:3])[CH3:2].[C:35](Cl)(=[O:42])[C:36]1[CH:41]=[CH:40][CH:39]=[CH:38][CH:37]=1.C(N(CC)CC)C.C([O-])(O)=O.[Na+]. The catalyst class is: 2. Product: [C:1]([O:5][C:6]([N:8]1[CH2:12][C@H:11]([CH2:13][N:14]([CH:31]([CH3:32])[CH3:33])[C:15](=[O:30])[C:16]2[CH:21]=[CH:20][C:19]([O:22][CH3:23])=[C:18]([O:24][CH2:25][CH2:26][CH2:27][O:28][CH3:29])[CH:17]=2)[C@@H:10]([NH:34][C:35](=[O:42])[C:36]2[CH:41]=[CH:40][CH:39]=[CH:38][CH:37]=2)[CH2:9]1)=[O:7])([CH3:3])([CH3:4])[CH3:2]. (7) Reactant: [F:1][C:2]1[CH:32]=[CH:31][C:5]2[NH:6][C:7]([C:9]3[CH:10]=[CH:11][C:12]([N:15]4[CH2:20][CH2:19][CH:18]([O:21][C@H:22]5[CH2:27][CH2:26][C@H:25]([C:28]([OH:30])=O)[CH2:24][CH2:23]5)[CH2:17][CH2:16]4)=[N:13][CH:14]=3)=[N:8][C:4]=2[CH:3]=1.[CH3:33][C:34]1([S:37]([NH2:40])(=[O:39])=[O:38])[CH2:36][CH2:35]1.CN(C(ON1N=NC2C=CC=NC1=2)=[N+](C)C)C.F[P-](F)(F)(F)(F)F.CCN(C(C)C)C(C)C. Product: [F:1][C:2]1[CH:32]=[CH:31][C:5]2[NH:6][C:7]([C:9]3[CH:10]=[CH:11][C:12]([N:15]4[CH2:20][CH2:19][CH:18]([O:21][C@H:22]5[CH2:27][CH2:26][C@H:25]([C:28]([NH:40][S:37]([C:34]6([CH3:33])[CH2:36][CH2:35]6)(=[O:39])=[O:38])=[O:30])[CH2:24][CH2:23]5)[CH2:17][CH2:16]4)=[N:13][CH:14]=3)=[N:8][C:4]=2[CH:3]=1. The catalyst class is: 2. (8) Reactant: [BH4-].[Na+].[F:3][C:4]1[CH:11]=[CH:10][C:7]([CH:8]=[O:9])=[CH:6][C:5]=1[N+:12]([O-:14])=[O:13].C(OCC)(=O)C. Product: [F:3][C:4]1[CH:11]=[CH:10][C:7]([CH2:8][OH:9])=[CH:6][C:5]=1[N+:12]([O-:14])=[O:13]. The catalyst class is: 24.